From a dataset of CYP2D6 inhibition data for predicting drug metabolism from PubChem BioAssay. Regression/Classification. Given a drug SMILES string, predict its absorption, distribution, metabolism, or excretion properties. Task type varies by dataset: regression for continuous measurements (e.g., permeability, clearance, half-life) or binary classification for categorical outcomes (e.g., BBB penetration, CYP inhibition). Dataset: cyp2d6_veith. (1) The molecule is O=C(NCC1COc2ccccc2O1)C1C2C=CC3(CN(Cc4cccs4)C(=O)C13)O2. The result is 1 (inhibitor). (2) The molecule is CC(=O)N(CC(O)CN(C(C)=O)c1c(I)c(C(=O)NC[C@@H](O)CO)c(I)c(C(=O)NC[C@@H](O)CO)c1I)c1c(I)c(C(=O)NC[C@@H](O)CO)c(I)c(C(=O)NC[C@@H](O)CO)c1I. The result is 0 (non-inhibitor). (3) The molecule is O=C(O)[C@@H](O)c1ccc([As](=O)(O)O)cc1. The result is 0 (non-inhibitor). (4) The molecule is CCOC(=O)N1CCC(n2c(SCC(=O)c3ccccc3)nc3ccsc3c2=O)CC1. The result is 0 (non-inhibitor). (5) The drug is COCCn1c(=O)c(-c2cc(F)cc(F)c2)nc2cncnc21. The result is 0 (non-inhibitor). (6) The compound is S=C(S)NCCN1CCNCC1. The result is 0 (non-inhibitor). (7) The molecule is COc1cccc(C(=O)Nc2ccc(-c3nnc(-c4ccco4)o3)cc2)c1. The result is 0 (non-inhibitor).